This data is from Peptide-MHC class I binding affinity with 185,985 pairs from IEDB/IMGT. The task is: Regression. Given a peptide amino acid sequence and an MHC pseudo amino acid sequence, predict their binding affinity value. This is MHC class I binding data. (1) The peptide sequence is APLVPTGSE. The MHC is Mamu-A2201 with pseudo-sequence Mamu-A2201. The binding affinity (normalized) is 0.0253. (2) The peptide sequence is GDYKLVEI. The MHC is HLA-A02:06 with pseudo-sequence HLA-A02:06. The binding affinity (normalized) is 0. (3) The MHC is H-2-Kb with pseudo-sequence H-2-Kb. The peptide sequence is SQIMSLPSL. The binding affinity (normalized) is 0.196. (4) The peptide sequence is RLDKVEAEV. The MHC is HLA-A02:06 with pseudo-sequence HLA-A02:06. The binding affinity (normalized) is 0.448. (5) The peptide sequence is FPGLYGASI. The MHC is HLA-B53:01 with pseudo-sequence HLA-B53:01. The binding affinity (normalized) is 0.795. (6) The peptide sequence is YCSNIKLQVV. The binding affinity (normalized) is 0.342. The MHC is HLA-A02:02 with pseudo-sequence HLA-A02:02.